This data is from Full USPTO retrosynthesis dataset with 1.9M reactions from patents (1976-2016). The task is: Predict the reactants needed to synthesize the given product. (1) Given the product [Br:1][C:2]1[CH:7]=[CH:6][C:5]2[C:4]([CH:3]=1)=[N:9][S:20][N:8]=2, predict the reactants needed to synthesize it. The reactants are: [Br:1][C:2]1[CH:3]=[C:4]([NH2:9])[C:5]([NH2:8])=[CH:6][CH:7]=1.CCN(C(C)C)C(C)C.O=[S:20](Cl)Cl. (2) Given the product [C:1]1([N:7]2[CH:11]([C:12]3[CH:17]=[CH:16][C:15]([C:18]([CH3:21])([CH3:20])[CH3:19])=[CH:14][CH:13]=3)[CH:10]=[C:9]([C:22]3[CH:27]=[CH:26][C:25]([C:34]#[C:33][Si:30]([CH3:32])([CH3:31])[CH3:29])=[CH:24][CH:23]=3)[NH:8]2)[CH:6]=[CH:5][CH:4]=[CH:3][CH:2]=1, predict the reactants needed to synthesize it. The reactants are: [C:1]1([N:7]2[CH:11]([C:12]3[CH:17]=[CH:16][C:15]([C:18]([CH3:21])([CH3:20])[CH3:19])=[CH:14][CH:13]=3)[CH:10]=[C:9]([C:22]3[CH:27]=[CH:26][C:25](I)=[CH:24][CH:23]=3)[NH:8]2)[CH:6]=[CH:5][CH:4]=[CH:3][CH:2]=1.[CH3:29][Si:30]([C:33]#[CH:34])([CH3:32])[CH3:31].C(N(CC)CC)C. (3) Given the product [N:1]1[CH:6]=[CH:5][CH:4]=[CH:3][C:2]=1[CH2:7][O:8][C:9]1[CH:14]=[CH:13][C:12]([C:15](=[O:25])[CH2:16][CH2:17][C:18]([OH:20])=[O:19])=[CH:11][CH:10]=1, predict the reactants needed to synthesize it. The reactants are: [N:1]1[CH:6]=[CH:5][CH:4]=[CH:3][C:2]=1[CH2:7][O:8][C:9]1[CH:14]=[CH:13][C:12]([C:15](=[O:25])[CH2:16][CH2:17][C:18]([O:20]C(C)(C)C)=[O:19])=[CH:11][CH:10]=1.FC(F)(F)C(O)=O. (4) Given the product [CH3:24][C:23]1[CH:22]=[CH:21][C:20]([NH:25][C:26](=[O:37])[C:27]2[CH:32]=[CH:31][CH:30]=[C:29]([C:33]([F:36])([F:35])[F:34])[CH:28]=2)=[CH:19][C:18]=1[NH:17][C:16]1[N:15]=[CH:14][N:13]=[C:12]2[N:8]([C:5]3[CH:6]=[CH:7][C:2]([N:38]4[CH2:43][CH2:42][O:41][CH2:40][CH2:39]4)=[CH:3][CH:4]=3)[N:9]=[CH:10][C:11]=12, predict the reactants needed to synthesize it. The reactants are: Br[C:2]1[CH:7]=[CH:6][C:5]([N:8]2[C:12]3=[N:13][CH:14]=[N:15][C:16]([NH:17][C:18]4[CH:19]=[C:20]([NH:25][C:26](=[O:37])[C:27]5[CH:32]=[CH:31][CH:30]=[C:29]([C:33]([F:36])([F:35])[F:34])[CH:28]=5)[CH:21]=[CH:22][C:23]=4[CH3:24])=[C:11]3[CH:10]=[N:9]2)=[CH:4][CH:3]=1.[NH:38]1[CH2:43][CH2:42][O:41][CH2:40][CH2:39]1.CC(C)([O-])C.[K+]. (5) Given the product [C:42]([O:46][C:22]([NH:19][C:11]1[CH:15]=[CH:16][C:8]([C:6]([O:5][C:1]([CH3:2])([CH3:3])[CH3:4])=[O:7])=[N:9][CH:10]=1)=[O:31])([CH3:45])([CH3:44])[CH3:43], predict the reactants needed to synthesize it. The reactants are: [C:1]([O:5][C:6]([C:8]1[CH:16]=[CH:15][C:11](C(O)=O)=[CH:10][N:9]=1)=[O:7])([CH3:4])([CH3:3])[CH3:2].C([N:19]([CH2:22]C)CC)C.C1(P(N=[N+]=[N-])(C2C=CC=CC=2)=[O:31])C=CC=CC=1.Cl.[C:42]([OH:46])([CH3:45])([CH3:44])[CH3:43]. (6) Given the product [CH3:15][O:14][C:11]1[CH:12]=[CH:13][C:8]([C:7]([O:22][CH2:23][C:24]([CH2:28][O:29][CH2:36][C:35]#[CH:34])([CH3:27])[CH2:25][OH:26])([C:16]2[CH:21]=[CH:20][CH:19]=[CH:18][CH:17]=2)[C:6]2[CH:5]=[CH:4][C:3]([O:2][CH3:1])=[CH:31][CH:30]=2)=[CH:9][CH:10]=1, predict the reactants needed to synthesize it. The reactants are: [CH3:1][O:2][C:3]1[CH:31]=[CH:30][C:6]([C:7]([O:22][CH2:23][C:24]([CH2:28][OH:29])([CH3:27])[CH2:25][OH:26])([C:16]2[CH:21]=[CH:20][CH:19]=[CH:18][CH:17]=2)[C:8]2[CH:13]=[CH:12][C:11]([O:14][CH3:15])=[CH:10][CH:9]=2)=[CH:5][CH:4]=1.[H-].[Na+].[CH2:34](Br)[C:35]#[CH:36].C(Cl)Cl.